Task: Regression. Given two drug SMILES strings and cell line genomic features, predict the synergy score measuring deviation from expected non-interaction effect.. Dataset: NCI-60 drug combinations with 297,098 pairs across 59 cell lines (1) Drug 1: C1=CC=C(C=C1)NC(=O)CCCCCCC(=O)NO. Drug 2: CC1CCC2CC(C(=CC=CC=CC(CC(C(=O)C(C(C(=CC(C(=O)CC(OC(=O)C3CCCCN3C(=O)C(=O)C1(O2)O)C(C)CC4CCC(C(C4)OC)OCCO)C)C)O)OC)C)C)C)OC. Cell line: RPMI-8226. Synergy scores: CSS=48.8, Synergy_ZIP=2.23, Synergy_Bliss=5.15, Synergy_Loewe=0.0782, Synergy_HSA=0.688. (2) Drug 1: C1=CN(C(=O)N=C1N)C2C(C(C(O2)CO)O)O.Cl. Drug 2: COCCOC1=C(C=C2C(=C1)C(=NC=N2)NC3=CC=CC(=C3)C#C)OCCOC.Cl. Cell line: SNB-19. Synergy scores: CSS=29.8, Synergy_ZIP=1.96, Synergy_Bliss=4.16, Synergy_Loewe=-6.75, Synergy_HSA=5.02. (3) Drug 2: C1=C(C(=O)NC(=O)N1)F. Drug 1: CCC1=CC2CC(C3=C(CN(C2)C1)C4=CC=CC=C4N3)(C5=C(C=C6C(=C5)C78CCN9C7C(C=CC9)(C(C(C8N6C)(C(=O)OC)O)OC(=O)C)CC)OC)C(=O)OC.C(C(C(=O)O)O)(C(=O)O)O. Synergy scores: CSS=46.6, Synergy_ZIP=-14.7, Synergy_Bliss=-21.5, Synergy_Loewe=-22.4, Synergy_HSA=-16.6. Cell line: HCC-2998. (4) Drug 1: C1=NC2=C(N1)C(=S)N=C(N2)N. Drug 2: CC1=C(C(=CC=C1)Cl)NC(=O)C2=CN=C(S2)NC3=CC(=NC(=N3)C)N4CCN(CC4)CCO. Cell line: MDA-MB-435. Synergy scores: CSS=9.72, Synergy_ZIP=1.26, Synergy_Bliss=2.64, Synergy_Loewe=-2.97, Synergy_HSA=-2.29.